The task is: Regression. Given a peptide amino acid sequence and an MHC pseudo amino acid sequence, predict their binding affinity value. This is MHC class II binding data.. This data is from Peptide-MHC class II binding affinity with 134,281 pairs from IEDB. (1) The peptide sequence is DGQGKAVWGKNSCAK. The MHC is HLA-DPA10201-DPB11401 with pseudo-sequence HLA-DPA10201-DPB11401. The binding affinity (normalized) is 0. (2) The peptide sequence is DQFEFALTAVA. The MHC is HLA-DQA10102-DQB10602 with pseudo-sequence HLA-DQA10102-DQB10602. The binding affinity (normalized) is 0.